This data is from Reaction yield outcomes from USPTO patents with 853,638 reactions. The task is: Predict the reaction yield, written as a fraction of the theoretical maximum amount of product (1.0 means a 100% yield; for example, 0.34 means a 34% yield). (1) The reactants are [CH3:1][O:2][C:3]([C:5]1[C:22]([NH:23][C:24]2[CH:29]=[CH:28][C:27]([Br:30])=[CH:26][C:25]=2[Cl:31])=[C:21]([F:32])[C:8]2[N:9]=[CH:10][N:11]([CH2:12][CH2:13][C:14]([O:16]C(C)(C)C)=[O:15])[C:7]=2[CH:6]=1)=[O:4].[C:33]([OH:39])([C:35]([F:38])([F:37])[F:36])=[O:34]. The catalyst is C(Cl)Cl. The product is [OH:39][C:33]([C:35]([F:38])([F:37])[F:36])=[O:34].[CH3:1][O:2][C:3]([C:5]1[C:22]([NH:23][C:24]2[CH:29]=[CH:28][C:27]([Br:30])=[CH:26][C:25]=2[Cl:31])=[C:21]([F:32])[C:8]2[N:9]=[CH:10][N:11]([CH2:12][CH2:13][C:14]([OH:16])=[O:15])[C:7]=2[CH:6]=1)=[O:4]. The yield is 0.880. (2) The reactants are [Br:1][C:2]1[CH:7]=[CH:6][C:5]([CH2:8][CH2:9][C:10]([OH:12])=O)=[CH:4][CH:3]=1.[Al+3].[Cl-].[Cl-].[Cl-]. The catalyst is O=S(Cl)Cl.C(Cl)Cl. The product is [Br:1][C:2]1[CH:3]=[C:4]2[C:5]([CH2:8][CH2:9][C:10]2=[O:12])=[CH:6][CH:7]=1. The yield is 0.480. (3) The reactants are C([NH:8][C:9]1[C:10]([CH3:32])=[C:11]([CH3:31])[C:12]2[O:16][CH2:15][CH:14]([C:17]3[CH:22]=[CH:21][C:20]([C:23]4[CH:28]=[CH:27][CH:26]=[CH:25][CH:24]=4)=[CH:19][CH:18]=3)[C:13]=2[C:29]=1[CH3:30])C1C=CC=CC=1. The catalyst is CCCCCC. The product is [C:20]1([C:23]2[CH:24]=[CH:25][CH:26]=[CH:27][CH:28]=2)[CH:21]=[CH:22][C:17]([CH:14]2[C:13]3[C:29]([CH3:30])=[C:9]([NH2:8])[C:10]([CH3:32])=[C:11]([CH3:31])[C:12]=3[O:16][CH2:15]2)=[CH:18][CH:19]=1. The yield is 0.890. (4) The reactants are C(OC([N:8]1[CH2:13][CH2:12][CH:11]([N:14]2[CH:22]=[C:21]3[C:16]([N:17]=[C:18]([C:36]4[CH:41]=[CH:40][C:39]([F:42])=[CH:38][CH:37]=4)[C:19]([C:30]4[CH:35]=[CH:34][N:33]=[CH:32][CH:31]=4)=[C:20]3[C:23]3[CH:28]=[CH:27][C:26]([F:29])=[CH:25][CH:24]=3)=[N:15]2)[CH2:10][CH2:9]1)=O)(C)(C)C.FC(F)(F)C(O)=O. The catalyst is C(Cl)Cl. The product is [F:29][C:26]1[CH:27]=[CH:28][C:23]([C:20]2[C:21]3[C:16](=[N:15][N:14]([CH:11]4[CH2:12][CH2:13][NH:8][CH2:9][CH2:10]4)[CH:22]=3)[N:17]=[C:18]([C:36]3[CH:37]=[CH:38][C:39]([F:42])=[CH:40][CH:41]=3)[C:19]=2[C:30]2[CH:31]=[CH:32][N:33]=[CH:34][CH:35]=2)=[CH:24][CH:25]=1. The yield is 0.620.